Task: Predict the reactants needed to synthesize the given product.. Dataset: Retrosynthesis with 50K atom-mapped reactions and 10 reaction types from USPTO (1) Given the product N#C[C@@H](Cc1ccccc1)Oc1c(Br)cc(-c2c3ccccc3c(Br)c3sc4ccccc4c23)cc1Br, predict the reactants needed to synthesize it. The reactants are: NC(=O)[C@@H](Cc1ccccc1)Oc1c(Br)cc(-c2c3ccccc3c(Br)c3sc4ccccc4c23)cc1Br. (2) Given the product COC(=O)Nc1ccc2c(c1)S(=O)(=O)NC(c1c(O)c(-c3cccs3)nn(CCC(C)C)c1=O)=N2, predict the reactants needed to synthesize it. The reactants are: CC(C)CCn1nc(-c2cccs2)c(O)c(C2=Nc3ccc(N)cc3S(=O)(=O)N2)c1=O.COC(=O)Cl. (3) Given the product COC(=O)NCCc1ccc(OC)cc1, predict the reactants needed to synthesize it. The reactants are: COC(=O)Cl.COc1ccc(CCN)cc1. (4) Given the product Cc1cc(C)cc(COC(=O)N2CCC(N)CC2)c1, predict the reactants needed to synthesize it. The reactants are: Cc1cc(C)cc(COC(=O)N2CCC(NC(=O)OC(C)(C)C)CC2)c1. (5) Given the product COc1nc2cc(Br)cc(CN=[N+]=[N-])c2nc1OC, predict the reactants needed to synthesize it. The reactants are: COc1nc2cc(Br)cc(CBr)c2nc1OC.[N-]=[N+]=[N-]. (6) Given the product CC(=O)N1C(C(=O)c2c[nH]c3ccccc23)CSC1c1cccnc1, predict the reactants needed to synthesize it. The reactants are: CC(=O)N1C(C(=O)c2cn(C(=O)OC(C)(C)C)c3ccccc23)CSC1c1cccnc1.